The task is: Predict the product of the given reaction.. This data is from Forward reaction prediction with 1.9M reactions from USPTO patents (1976-2016). Given the reactants BrB(Br)Br.[F:5][C:6]1[CH:7]=[C:8]([CH:15]([CH3:19])[C:16]([OH:18])=[O:17])[CH:9]=[C:10]([F:14])[C:11]=1[O:12]C.[CH3:20]O, predict the reaction product. The product is: [F:5][C:6]1[CH:7]=[C:8]([CH:15]([CH3:19])[C:16]([O:18][CH3:20])=[O:17])[CH:9]=[C:10]([F:14])[C:11]=1[OH:12].